From a dataset of Full USPTO retrosynthesis dataset with 1.9M reactions from patents (1976-2016). Predict the reactants needed to synthesize the given product. (1) Given the product [CH3:41][C@H:40]1[C:39]([S:1][C@@H:2]2[CH2:6][NH:5][C@H:4]([C:20]([NH:22][C:23]3[CH:31]=[CH:30][CH:29]=[C:25]([C:26]([OH:28])=[O:27])[CH:24]=3)=[O:21])[CH2:3]2)=[C:38]([C:59]([OH:61])=[O:60])[N:37]2[C@H:36]1[C@@H:35]([C@H:33]([OH:32])[CH3:34])[C:72]2=[O:73], predict the reactants needed to synthesize it. The reactants are: [SH:1][C@@H:2]1[CH2:6][N:5](C(OCC2C=CC([N+]([O-])=O)=CC=2)=O)[C@H:4]([C:20]([NH:22][C:23]2[CH:24]=[C:25]([CH:29]=[CH:30][CH:31]=2)[C:26]([OH:28])=[O:27])=[O:21])[CH2:3]1.[OH:32][C@@H:33]([C@H:35]1[C:72](=[O:73])[N:37]2[C:38]([C:59]([O:61]CC3C=CC([N+]([O-])=O)=CC=3)=[O:60])=[C:39](OP(OC3C=CC=CC=3)(OC3C=CC=CC=3)=O)[C@H:40]([CH3:41])[C@H:36]12)[CH3:34].C(N(CC)C(C)C)(C)C.O. (2) Given the product [CH3:22][C:3]1[C:2]([NH:31][C:25]2([CH3:24])[CH2:30][CH2:29][O:28][CH2:27][CH2:26]2)=[N:11][C:10]2[C:5](=[CH:6][CH:7]=[CH:8][C:9]=2[C:12]2[NH:20][C:19]3[CH2:18][CH2:17][NH:16][C:15](=[O:21])[C:14]=3[CH:13]=2)[N:4]=1, predict the reactants needed to synthesize it. The reactants are: F[C:2]1[C:3]([CH3:22])=[N:4][C:5]2[C:10]([N:11]=1)=[C:9]([C:12]1[NH:20][C:19]3[CH2:18][CH2:17][NH:16][C:15](=[O:21])[C:14]=3[CH:13]=1)[CH:8]=[CH:7][CH:6]=2.Cl.[CH3:24][C:25]1([NH2:31])[CH2:30][CH2:29][O:28][CH2:27][CH2:26]1.CCN(C(C)C)C(C)C. (3) Given the product [Cl:1][C:2]1[C:7]([C:8]2[CH:9]=[CH:10][C:11]3[C:12]4[NH:26][N:25]=[CH:24][C:13]=4[C:14](=[O:23])[N:15]([CH2:18][C:19]([F:22])([F:21])[F:20])[C:16]=3[CH:17]=2)=[CH:6][CH:5]=[CH:4][N:3]=1, predict the reactants needed to synthesize it. The reactants are: [Cl:1][C:2]1[C:7]([C:8]2[CH:9]=[CH:10][C:11]3[C:12]4[N:26](C5CCCCO5)[N:25]=[CH:24][C:13]=4[C:14](=[O:23])[N:15]([CH2:18][C:19]([F:22])([F:21])[F:20])[C:16]=3[CH:17]=2)=[CH:6][CH:5]=[CH:4][N:3]=1.ClC1C(C2C=CC3C4NN(C5CCCCO5)CC=4C(=O)N(CC(F)(F)F)C=3C=2)=CC=CN=1.Cl.O1CCOCC1.